This data is from Forward reaction prediction with 1.9M reactions from USPTO patents (1976-2016). The task is: Predict the product of the given reaction. (1) Given the reactants [Br:1][C:2]1[CH:10]=[C:9]2[C:5]([C:6](=O)[C:7](=[O:11])[NH:8]2)=[CH:4][CH:3]=1.Cl.[NH:14]([C:16]1[CH:21]=[CH:20][C:19]([S:22]([NH2:25])(=[O:24])=[O:23])=[CH:18][CH:17]=1)[NH2:15], predict the reaction product. The product is: [Br:1][C:2]1[CH:10]=[C:9]2[C:5]([C:6](=[N:15][NH:14][C:16]3[CH:21]=[CH:20][C:19]([S:22]([NH2:25])(=[O:23])=[O:24])=[CH:18][CH:17]=3)[C:7](=[O:11])[NH:8]2)=[CH:4][CH:3]=1. (2) Given the reactants [Cl:1][C:2]1[CH:7]=[CH:6][C:5]([O:8][C:9]([N:11]2[CH2:16][CH2:15][CH:14]([C:17]#[C:18][CH2:19][CH2:20][CH2:21]Cl)[CH2:13][CH2:12]2)=[O:10])=[CH:4][CH:3]=1.[Na+].[I-:24], predict the reaction product. The product is: [Cl:1][C:2]1[CH:7]=[CH:6][C:5]([O:8][C:9]([N:11]2[CH2:16][CH2:15][CH:14]([C:17]#[C:18][CH2:19][CH2:20][CH2:21][I:24])[CH2:13][CH2:12]2)=[O:10])=[CH:4][CH:3]=1.